Dataset: Peptide-MHC class I binding affinity with 185,985 pairs from IEDB/IMGT. Task: Regression. Given a peptide amino acid sequence and an MHC pseudo amino acid sequence, predict their binding affinity value. This is MHC class I binding data. (1) The peptide sequence is SMMVILPDKI. The MHC is HLA-A02:06 with pseudo-sequence HLA-A02:06. The binding affinity (normalized) is 0.840. (2) The peptide sequence is NEGIMAVGL. The MHC is HLA-B40:01 with pseudo-sequence HLA-B40:01. The binding affinity (normalized) is 0.286.